This data is from Cav3 T-type calcium channel HTS with 100,875 compounds. The task is: Binary Classification. Given a drug SMILES string, predict its activity (active/inactive) in a high-throughput screening assay against a specified biological target. (1) The compound is S(=O)(=O)(N(C1CCCCC1)Cc1ccc(F)cc1)c1ccc(S(=O)(=O)NCC2OCCC2)cc1. The result is 0 (inactive). (2) The compound is O=C1N(C(Nc2cc(ccc2)C(=O)C)c2ncccc12)Cc1occc1. The result is 0 (inactive). (3) The molecule is O1C(C(=O)N(Cc2cc3OCOc3cc2)c2c1ccc(c2)C)C. The result is 0 (inactive). (4) The molecule is Clc1c(NS(=O)(=O)c2ccc(F)cc2)cccc1. The result is 0 (inactive). (5) The drug is O1C(Cn2c(c3c(n(c(=O)n(c3=O)C)C)c2)c2ccc(C(C)(C)C)cc2)CCC1. The result is 0 (inactive). (6) The drug is n1(nc(cc1N)C)c1cc(cc(c1)C)C. The result is 0 (inactive). (7) The drug is Clc1ccc(CCNC(=O)c2c(onc2C)C)cc1. The result is 0 (inactive). (8) The result is 0 (inactive). The drug is S1(=O)(=O)CC(n2ncc(c2N)c2ccc(OC)cc2)CC1.